Dataset: Experimentally validated miRNA-target interactions with 360,000+ pairs, plus equal number of negative samples. Task: Binary Classification. Given a miRNA mature sequence and a target amino acid sequence, predict their likelihood of interaction. (1) The miRNA is hsa-miR-548ay-3p with sequence CAAAACCGCGAUUACUCUUGCA. The protein sequence of the target gene is MAPSGSLAVPLAVLVLLLWGAPWTHGRRSNVRVITDENWRELLEGDWMIEFYAPWCPACQNLQPEWESFAEWGEDLEVNIAKVDVTEQPGLSGRFIITALPTIYHCKDGEFRRYQGPRTKKDFINFISDKEWKSIEPVSSWFGPGSVLMSSMSALFQLSMWIRTCHNYFIEDLGLPVWGSYTVFALATLFSGLLLGLCMIFVADCLCPSKRRRPQPYPYPSKKLLSESAQPLKKVEEEQEADEEDVSEEEAESKEGTNKDFPQNAIRQRSLGPSLATDKS. Result: 0 (no interaction). (2) The miRNA is mmu-miR-5100 with sequence UCGAAUCCCAGCGGUGCCUCU. The protein sequence of the target gene is MIPLLLSLLAALVLTQAPAALADDLKEDSSEDRAFRVRIGATQLRGVLGGALAIPCHVHHLRPPHSRRAAPGFPRVKWTFLSGDREVEVLVARGLRVKVNEAYRFRVALPAYPASLTDVSLVLSELRPNDSGVYRCEVQHGIDDSSDAVEVKVKGVVFLYREGSARYAFSFAGAQEACARIGARIATPEQLYAAYLGGYEQCDAGWLSDQTVRYPIQNPREACSGDMDGYPGVRNYGVVGPDDLYDVYCYAEDLNGELFLGAPPSKLTWEEARDYCLERGAQIASTGQLYAAWNGGLDRC.... Result: 0 (no interaction). (3) The miRNA is hsa-miR-7-5p with sequence UGGAAGACUAGUGAUUUUGUUGUU. The protein sequence of the target gene is MAARRGALIVLEGVDRAGKSTQSRKLVEALCAAGHRAELLRFPERSTEIGKLLSSYLQKKSDVEDHSVHLLFSANRWEQVPLIKEKLSQGVTLVVDRYAFSGVAFTGAKENFSLDWCKQPDVGLPKPDLVLFLQLQLADAAKRGAFGHERYENGAFQERALRCFHQLMKDTTLNWKMVDASKSIEAVHEDIRVLSEDAIRTATEKPLGELWK. Result: 1 (interaction). (4) The miRNA is hsa-miR-6761-3p with sequence UCCUACGCUGCUCUCUCACUCC. The protein sequence of the target gene is MAALVRPARFVVRPLLQVVQAWDLDARRWVRALRRSPVKVVFPSGEVVEQKRAPGKQPRKAPSEASAQEQREKQPLEESASRAPSTWEESGLRYDKAYPGDRRLSSVMTIVKSRPFREKQGKILLEGRRLISDALKAGAVPKMFFFSRLEYLKELPVDKLKGVSLIKVKFEDIKDWSDLVTPQGIMGIFAKPDHVKMTYPKTQLQHSLPLLLICDNLRDPGNLGTILRSAAGAGCSKVLLTKGCVDAWEPKVLRAGMGAHFRMPIINNLEWETVPNYLPPDTRVYVADNCGLYAQAEMSN.... Result: 0 (no interaction). (5) The miRNA is hsa-miR-3612 with sequence AGGAGGCAUCUUGAGAAAUGGA. The protein sequence of the target gene is MLQFLLGFTLGNVVGMYLAQNYDIPNLAKKLEEIKKDLDAKKKPPSA. Result: 1 (interaction). (6) The miRNA is mmu-miR-466i-5p with sequence UGUGUGUGUGUGUGUGUGUG. The protein sequence of the target gene is MPLKWKTSSPAIWKFPVPVLKTSRSTPLSPAYISLVEEEDQHLKLCLGSEMGLSSHLQSCKAGSTRIFTSNSHSSVVLQGFDQLRLDGLLCDVTLMPGDTDDAYPVHRVMMASASDYFKAMFTGGMKEQELMCIKLHGVSRVGLRKIIDFIYTAKLSLNMDTLQDTLEAASFLQILPVLDFCKVFLISGVTLDNCVEVGRIANTYHLTEVDKYVNSFVLKNFAALLSTGEFLKLPFERLAFVLSSNSLKRCTELDLFKATCRWLRLEEPRMDVAAKLMKNIRFPLMTPQELINYVQTVDF.... Result: 1 (interaction). (7) The miRNA is mmu-miR-449a-5p with sequence UGGCAGUGUAUUGUUAGCUGGU. The protein sequence of the target gene is MSNRPNNNPGGSLRRSQRNTAGAQPQDDSIGGRSCSSSSAVIVPQPEDPDRANTSERQKTGQVPKKDNSRGVKRSASPDYNRTNSPSSAKKPRAFQHIESFSETNKPHSKSKKRHLDQEQQLKSAQLPSTSKAHTRKSVAAGSSRNQKRKRTESSCVKSGSGSESTGAEERSAKPIKLASKSATSAKAGCSTITDSSSAASTSSSSSAIASASSTVPAGARVKQGKDQNKARRSRSASSPSPRRSSREKEQSKTGGSSKFDWAARFSPKVSLPKTKLSLPGSSKSETSKPGPSGLQAKLA.... Result: 0 (no interaction). (8) The miRNA is hsa-miR-3144-5p with sequence AGGGGACCAAAGAGAUAUAUAG. The protein sequence of the target gene is MPASSPFLLAPKGPPGNMGGPVREPALSVALWLSWGAALGAVACAMALLTQQTELQSLRREVSRLQGTGGPSQNGEGYPWQSLPEQSSDALEAWENGERSRKRRAVLTQKQKKQHSVLHLVPINATSKDDSDVTEVMWQPALRRGRGLQAQGYGVRIQDAGVYLLYSQVLFQDVTFTMGQVVSREGQGRQETLFRCIRSMPSHPDRAYNSCYSAGVFHLHQGDILSVIIPRARAKLNLSPHGTFLGFVKL. Result: 0 (no interaction). (9) The miRNA is hsa-miR-1277-5p with sequence AAAUAUAUAUAUAUAUGUACGUAU. The protein sequence of the target gene is MFSCVKPYEDQNYSALRRDCRRRKVLFEDPLFPATDDSLYYKGTPGPAVRWKRPKGICEDPRLFVDGISSHDLHQGQVGNCWFVAACSSLASRESLWQKVIPDWKEQEWDPEKPNAYAGIFHFHFWRFGEWVDVVIDDRLPTVNNQLIYCHSNSRNEFWCALVEKAYAKLAGCYQALDGGNTADALVDFTGGVSEPIDLTEGDFANDETKRNQLFERMLKVHSRGGLISASIKAVTAADMEARLACGLVKGHAYAVTDVRKVRLGHGLLAFFKSEKLDMIRLRNPWGEREWNGPWSDTSE.... Result: 1 (interaction).